This data is from Reaction yield outcomes from USPTO patents with 853,638 reactions. The task is: Predict the reaction yield, written as a fraction of the theoretical maximum amount of product (1.0 means a 100% yield; for example, 0.34 means a 34% yield). The reactants are [OH:1][C@H:2]([C@H:4]([CH2:9][CH:10]=[C:11]([CH3:13])[CH3:12])[C:5]([O:7][CH3:8])=[O:6])[CH3:3]. The catalyst is CO.[Pd]. The product is [OH:1][C@H:2]([C@H:4]([CH2:9][CH2:10][CH:11]([CH3:13])[CH3:12])[C:5]([O:7][CH3:8])=[O:6])[CH3:3]. The yield is 0.980.